Predict the reaction yield, written as a fraction of the theoretical maximum amount of product (1.0 means a 100% yield; for example, 0.34 means a 34% yield). From a dataset of Reaction yield outcomes from USPTO patents with 853,638 reactions. (1) The reactants are [CH2:1]([O:3][C:4](=[O:12])[C:5]1[CH:10]=[CH:9][C:8]([NH2:11])=[CH:7][CH:6]=1)[CH3:2].[Br:13][C:14]1[CH:15]=[C:16]([CH:19]=[CH:20][C:21]=1[F:22])[CH:17]=O. The catalyst is C(O)C. The product is [CH2:1]([O:3][C:4](=[O:12])[C:5]1[CH:10]=[CH:9][C:8]([N:11]=[CH:17][C:16]2[CH:19]=[CH:20][C:21]([F:22])=[C:14]([Br:13])[CH:15]=2)=[CH:7][CH:6]=1)[CH3:2]. The yield is 0.460. (2) The reactants are O[C:2]([C:5]1[CH:10]=[C:9]([O:11][CH3:12])[C:8]([N:13]2[CH2:18][CH2:17][NH:16][CH2:15][CH2:14]2)=[CH:7][C:6]=1[OH:19])([CH3:4])[CH3:3].FC(F)(F)C(O)=O.C([SiH](CC)CC)C. The catalyst is ClCCl. The product is [CH:2]([C:5]1[CH:10]=[C:9]([O:11][CH3:12])[C:8]([N:13]2[CH2:14][CH2:15][NH:16][CH2:17][CH2:18]2)=[CH:7][C:6]=1[OH:19])([CH3:4])[CH3:3]. The yield is 0.990. (3) The catalyst is CO.CCOCC. The product is [C:9]([CH:7]1[CH2:8][CH:5]([C:2]([OH:1])([CH3:4])[CH3:3])[CH2:6]1)#[CH:11]. The reactants are [OH:1][C:2]([CH:5]1[CH2:8][CH:7]([CH:9]=O)[CH2:6]1)([CH3:4])[CH3:3].[CH3:11]/C(/[O-])=C(/P(OC)(OC)=O)\[N+]#N.C(=O)([O-])[O-].[K+].[K+].O. The yield is 0.850. (4) The reactants are Br[C:2]1[C:7]([CH3:8])=[CH:6][CH:5]=[CH:4][N:3]=1.[CH2:9](B(O)O)[CH3:10]. No catalyst specified. The product is [CH2:9]([C:2]1[C:7]([CH3:8])=[CH:6][CH:5]=[CH:4][N:3]=1)[CH3:10]. The yield is 0.520. (5) The reactants are ClC1=[C:3]([C:21]([O:23][CH3:24])=[O:22])[NH:4][CH:5]([C:14]2[CH:19]=[CH:18][C:17]([Cl:20])=[CH:16][CH:15]=2)[CH2:6]/[C:7]/1=[N:8]\OS(C)(=O)=O.[CH3:25][NH2:26].[CH2:27]1COCC1. The catalyst is CS(C)=O.O. The product is [NH2:26][C:25]1[C:3]([C:21]([O:23][CH3:24])=[O:22])=[N:4][C:5]([C:14]2[CH:19]=[CH:18][C:17]([Cl:20])=[CH:16][CH:15]=2)=[CH:6][C:7]=1[NH:8][CH3:27]. The yield is 0.660. (6) The reactants are [CH3:1][C:2]1[NH:10][C:5]2=[CH:6][N:7]=[CH:8][CH:9]=[C:4]2[C:3]=1[C:11]([O:13][CH3:14])=[O:12].[H-].[Na+].Br[CH:18]([C:20]1[CH:25]=[CH:24][CH:23]=[CH:22][CH:21]=1)[CH3:19].[NH4+].[Cl-]. The catalyst is CN(C)C=O. The product is [CH3:1][C:2]1[N:10]([CH:18]([C:20]2[CH:25]=[CH:24][CH:23]=[CH:22][CH:21]=2)[CH3:19])[C:5]2=[CH:6][N:7]=[CH:8][CH:9]=[C:4]2[C:3]=1[C:11]([O:13][CH3:14])=[O:12]. The yield is 0.940. (7) The reactants are CCCC[N+](CCCC)(CCCC)CCCC.[F-].C([Si]([O:26][CH2:27][C:28]1[CH:33]=[CH:32][C:31]([CH2:34][CH:35]=[C:36]([CH3:43])[CH2:37][CH2:38][CH:39]=[C:40]([CH3:42])[CH3:41])=[CH:30][CH:29]=1)(C)C)(C)(C)C. The catalyst is C1COCC1. The product is [CH3:43][C:36]([CH2:37][CH2:38][CH:39]=[C:40]([CH3:42])[CH3:41])=[CH:35][CH2:34][C:31]1[CH:30]=[CH:29][C:28]([CH2:27][OH:26])=[CH:33][CH:32]=1. The yield is 0.770.